From a dataset of Full USPTO retrosynthesis dataset with 1.9M reactions from patents (1976-2016). Predict the reactants needed to synthesize the given product. (1) Given the product [Br:17][C:18]1[CH:19]=[C:20]([C:9]2[CH:10]=[CH:11][C:6]3[NH:5][C:4](=[O:15])[O:3][C:2]([CH3:16])([CH3:1])[C:7]=3[CH:8]=2)[CH:21]=[C:22]([F:24])[CH:23]=1, predict the reactants needed to synthesize it. The reactants are: [CH3:1][C:2]1([CH3:16])[C:7]2[CH:8]=[C:9](B(O)O)[CH:10]=[CH:11][C:6]=2[NH:5][C:4](=[O:15])[O:3]1.[Br:17][C:18]1[CH:23]=[C:22]([F:24])[CH:21]=[C:20](Br)[CH:19]=1.C(=O)([O-])[O-].[Na+].[Na+]. (2) Given the product [CH3:9][CH2:8][CH2:7][CH2:6][CH2:5][CH2:4][CH2:3][CH2:2][C:1]([O:11][CH3:12])=[O:10], predict the reactants needed to synthesize it. The reactants are: [C:1]([OH:11])(=[O:10])[CH2:2][CH2:3][CH2:4][CH2:5][CH2:6][CH2:7][CH2:8][CH3:9].[CH3:12]O. (3) Given the product [Cl:23][C:20]1[N:19]=[CH:18][C:17]([CH2:16][NH:15][C:14]([C:11]2([NH2:25])[CH2:12][CH2:13][NH:8][CH2:9][CH2:10]2)=[O:24])=[CH:22][CH:21]=1, predict the reactants needed to synthesize it. The reactants are: C(OC([N:8]1[CH2:13][CH2:12][C:11]([NH:25]C(OC(C)(C)C)=O)([C:14](=[O:24])[NH:15][CH2:16][C:17]2[CH:18]=[N:19][C:20]([Cl:23])=[CH:21][CH:22]=2)[CH2:10][CH2:9]1)=O)(C)(C)C. (4) Given the product [NH2:1][C:2]1[N:7]=[C:6]([NH:44][C@@H:45]([CH2:49][CH2:50][CH3:51])[CH2:46][CH2:47][OH:48])[C:5]([CH2:21][C:22]2[CH:40]=[CH:39][C:25]([CH2:26][N:27]([CH2:35][CH:36]([F:37])[F:38])[CH2:28][CH2:29][C:30]([O:32][CH2:33][CH3:34])=[O:31])=[CH:24][C:23]=2[O:41][CH3:42])=[C:4]([CH3:43])[N:3]=1, predict the reactants needed to synthesize it. The reactants are: [NH2:1][C:2]1[N:7]=[C:6](OS(C2C(C)=CC(C)=CC=2C)(=O)=O)[C:5]([CH2:21][C:22]2[CH:40]=[CH:39][C:25]([CH2:26][N:27]([CH2:35][CH:36]([F:38])[F:37])[CH2:28][CH2:29][C:30]([O:32][CH2:33][CH3:34])=[O:31])=[CH:24][C:23]=2[O:41][CH3:42])=[C:4]([CH3:43])[N:3]=1.[NH2:44][C@@H:45]([CH2:49][CH2:50][CH3:51])[CH2:46][CH2:47][OH:48]. (5) The reactants are: [N+:1]([C:4]1[CH:5]=[C:6]([CH:9]=[CH:10][CH:11]=1)[CH2:7]Br)([O-:3])=[O:2].C(=O)([O-])[O-].[K+].[K+].[Cl:18][C:19]1[CH:24]=[CH:23][C:22]([C:25]2[CH2:30][S:29][C:28](=[O:31])[NH:27][N:26]=2)=[CH:21][CH:20]=1.O. Given the product [Cl:18][C:19]1[CH:20]=[CH:21][C:22]([C:25]2[CH2:30][S:29][C:28](=[O:31])[N:27]([CH2:7][C:6]3[CH:9]=[CH:10][CH:11]=[C:4]([N+:1]([O-:3])=[O:2])[CH:5]=3)[N:26]=2)=[CH:23][CH:24]=1, predict the reactants needed to synthesize it. (6) Given the product [ClH:35].[ClH:35].[Br:1][C:2]1[CH:32]=[CH:31][C:30]([O:33][CH3:34])=[CH:29][C:3]=1[CH2:4][CH:5]1[CH2:6][CH2:7][N:8]([CH2:11][CH:12]2[CH2:21][C:20]3[C:15](=[CH:16][CH:17]=[CH:18][CH:19]=3)[NH:14][CH2:13]2)[CH2:9][CH2:10]1, predict the reactants needed to synthesize it. The reactants are: [Br:1][C:2]1[CH:32]=[CH:31][C:30]([O:33][CH3:34])=[CH:29][C:3]=1[CH2:4][CH:5]1[CH2:10][CH2:9][N:8]([CH2:11][CH:12]2[CH2:21][C:20]3[C:15](=[CH:16][CH:17]=[CH:18][CH:19]=3)[N:14](C(OC(C)(C)C)=O)[CH2:13]2)[CH2:7][CH2:6]1.[ClH:35].O1CCOCC1. (7) Given the product [CH3:16][N:1]1[C:9]2[CH:8]=[CH:7][CH:6]=[C:5]([C:10]([O:12][CH3:13])=[O:11])[C:4]=2[CH:3]=[CH:2]1, predict the reactants needed to synthesize it. The reactants are: [NH:1]1[C:9]2[CH:8]=[CH:7][CH:6]=[C:5]([C:10]([O:12][CH3:13])=[O:11])[C:4]=2[CH:3]=[CH:2]1.[H-].[Na+].[CH3:16]I.